Dataset: Full USPTO retrosynthesis dataset with 1.9M reactions from patents (1976-2016). Task: Predict the reactants needed to synthesize the given product. (1) Given the product [NH2:1][C:2]([C:4]1[CH:5]=[C:6]([C:34]2[CH:35]=[CH:36][C:31]([C:28]([CH3:30])([CH3:29])[CH3:27])=[CH:32][CH:33]=2)[CH:7]=[C:8]2[C:12]=1[NH:11][CH:10]=[C:9]2[CH:13]1[CH2:18][CH2:17][N:16]([C:19]([O:21][C:22]([CH3:25])([CH3:24])[CH3:23])=[O:20])[CH2:15][CH2:14]1)=[O:3], predict the reactants needed to synthesize it. The reactants are: [NH2:1][C:2]([C:4]1[CH:5]=[C:6](Br)[CH:7]=[C:8]2[C:12]=1[NH:11][CH:10]=[C:9]2[CH:13]1[CH2:18][CH2:17][N:16]([C:19]([O:21][C:22]([CH3:25])([CH3:24])[CH3:23])=[O:20])[CH2:15][CH2:14]1)=[O:3].[CH3:27][C:28]([C:31]1[CH:36]=[CH:35][C:34](B(O)O)=[CH:33][CH:32]=1)([CH3:30])[CH3:29].C(=O)([O-])[O-].[K+].[K+]. (2) Given the product [Cl:1][C:2]1[C:3]([C:10]2[CH:15]=[CH:14][CH:13]=[CH:12][C:11]=2[CH3:18])=[C:4]([O:8][CH3:9])[CH:5]=[CH:6][CH:7]=1, predict the reactants needed to synthesize it. The reactants are: [Cl:1][C:2]1[CH:7]=[CH:6][CH:5]=[C:4]([O:8][CH3:9])[C:3]=1[C:10]1[CH:15]=[CH:14][CH:13]=[CH:12][C:11]=1Cl.Cl[C:18]1C=CC=C(OC)C=1B(O)O.CC1C=CC=CC=1Br. (3) Given the product [CH3:1][C:2]1([CH3:32])[C:13](=[O:14])[O:12][CH2:11][C@@H:10]([C:15]2[CH:20]=[CH:19][CH:18]=[CH:17][CH:16]=2)[NH:9][C:8](=[O:21])[CH2:7][CH2:6][C:5](=[O:36])[CH2:4][CH2:3]1, predict the reactants needed to synthesize it. The reactants are: [CH3:1][C:2]1([CH3:32])[C:13](=[O:14])[O:12][CH2:11][C@@H:10]([C:15]2[CH:20]=[CH:19][CH:18]=[CH:17][CH:16]=2)[NH:9][C:8](=[O:21])[CH2:7][CH2:6][C:5]([Si](OCC)(OCC)OCC)=[CH:4][CH2:3]1.[F-].[K+].C(=O)(O)[O-:36].[Na+].OO. (4) Given the product [Br:8][C:6]1[N:7]=[C:2]([C:11]([CH3:15])=[CH2:10])[C:3]([NH2:9])=[N:4][CH:5]=1, predict the reactants needed to synthesize it. The reactants are: Br[C:2]1[C:3]([NH2:9])=[N:4][CH:5]=[C:6]([Br:8])[N:7]=1.[CH3:10][C:11]1(C)[C:15](C)(C)OB(C(C)=C)O1.C([O-])([O-])=O.[Cs+].[Cs+]. (5) Given the product [NH2:1][C:2]1[N:7]=[C:6]([NH:37][CH2:36][C:35]2[C:34]([Cl:19])=[CH:33][C:43]([C:29]([F:32])([F:31])[F:30])=[CH:42][N:41]=2)[C:5]([C:11]#[N:12])=[C:4]([C:13]2[CH:18]=[CH:17][CH:16]=[CH:15][N:14]=2)[N:3]=1, predict the reactants needed to synthesize it. The reactants are: [NH2:1][C:2]1[N:7]=[C:6](S(C)=O)[C:5]([C:11]#[N:12])=[C:4]([C:13]2[CH:18]=[CH:17][CH:16]=[CH:15][N:14]=2)[N:3]=1.[ClH:19].NCC1C(Cl)=CC=C([C:29]([F:32])([F:31])[F:30])N=1.[CH2:33]1[CH2:43][CH2:42][N:41]2[C:36](=[N:37]CCC2)[CH2:35][CH2:34]1. (6) Given the product [CH3:1][O:2][CH2:3][CH2:4][O:5][C:6]1[CH:11]=[CH:10][C:9]([NH:12][C:13]2[N:14]=[CH:15][C:16]3[NH:21][N:20]=[C:19]([C:30]4[CH:31]=[C:32]([NH:36][C:37](=[O:40])[CH:38]=[CH2:39])[CH:33]=[CH:34][CH:35]=4)[C:17]=3[N:18]=2)=[CH:8][CH:7]=1, predict the reactants needed to synthesize it. The reactants are: [CH3:1][O:2][CH2:3][CH2:4][O:5][C:6]1[CH:11]=[CH:10][C:9]([NH:12][C:13]2[N:14]=[CH:15][C:16]3[N:21](COCC[Si](C)(C)C)[N:20]=[C:19]([C:30]4[CH:31]=[C:32]([NH:36][C:37](=[O:40])[CH:38]=[CH2:39])[CH:33]=[CH:34][CH:35]=4)[C:17]=3[N:18]=2)=[CH:8][CH:7]=1.